This data is from Forward reaction prediction with 1.9M reactions from USPTO patents (1976-2016). The task is: Predict the product of the given reaction. (1) Given the reactants [CH3:1][N:2]1[CH:6]=[C:5]([C:7]2[C:15]3[C:10](=[N:11][CH:12]=[C:13]([OH:16])[CH:14]=3)[N:9]([CH2:17][O:18][CH2:19][CH2:20][Si:21]([CH3:24])([CH3:23])[CH3:22])[CH:8]=2)[CH:4]=[N:3]1.Br[CH2:26][CH3:27].C([O-])([O-])=O.[K+].[K+], predict the reaction product. The product is: [CH2:26]([O:16][C:13]1[CH:14]=[C:15]2[C:7]([C:5]3[CH:4]=[N:3][N:2]([CH3:1])[CH:6]=3)=[CH:8][N:9]([CH2:17][O:18][CH2:19][CH2:20][Si:21]([CH3:24])([CH3:23])[CH3:22])[C:10]2=[N:11][CH:12]=1)[CH3:27]. (2) Given the reactants [Na].[CH3:2][C:3]1[O:7][C:6](=[O:8])[NH:5][N:4]=1.[CH2:9]([O:16][CH2:17][C:18](=[O:21])[CH2:19]Cl)[C:10]1[CH:15]=[CH:14][CH:13]=[CH:12][CH:11]=1, predict the reaction product. The product is: [CH2:9]([O:16][CH2:17][C:18](=[O:21])[CH2:19][N:5]1[N:4]=[C:3]([CH3:2])[O:7][C:6]1=[O:8])[C:10]1[CH:15]=[CH:14][CH:13]=[CH:12][CH:11]=1. (3) Given the reactants [C:1]([OH:5])(=[O:4])[CH:2]=[O:3].[N+:6]([C:9]1[CH:10]=[C:11]([CH:17]=[CH:18][CH:19]=1)[CH2:12][NH:13][CH2:14][CH2:15]O)([O-:8])=[O:7].O, predict the reaction product. The product is: [OH:4][CH:1]1[O:5][CH2:15][CH2:14][N:13]([CH2:12][C:11]2[CH:17]=[CH:18][CH:19]=[C:9]([N+:6]([O-:8])=[O:7])[CH:10]=2)[C:2]1=[O:3]. (4) Given the reactants C(O)(C(F)(F)F)=O.[CH3:8][C:9]1[CH:14]=[CH:13][CH:12]=[C:11]([CH3:15])[C:10]=1[NH:16][C:17]([NH:19][C:20]1[C:21]([C:30]([N:32]2[CH2:43][CH2:42][CH2:41][C@H:33]2[C:34]([O:36]C(C)(C)C)=[O:35])=[O:31])=[CH:22][C:23]2[C:28]([CH:29]=1)=[CH:27][CH:26]=[CH:25][CH:24]=2)=[O:18], predict the reaction product. The product is: [CH3:15][C:11]1[CH:12]=[CH:13][CH:14]=[C:9]([CH3:8])[C:10]=1[NH:16][C:17]([NH:19][C:20]1[C:21]([C:30]([N:32]2[CH2:43][CH2:42][CH2:41][C@H:33]2[C:34]([OH:36])=[O:35])=[O:31])=[CH:22][C:23]2[C:28]([CH:29]=1)=[CH:27][CH:26]=[CH:25][CH:24]=2)=[O:18]. (5) Given the reactants [F:1][C:2]1[CH:7]=[C:6]([NH:8][CH2:9][C:10]2[CH:11]=[C:12]([C:16]3[C:21]([CH3:22])=[CH:20][C:19]([O:23]COC)=[CH:18][C:17]=3[CH3:27])[CH:13]=[CH:14][CH:15]=2)[CH:5]=[CH:4][C:3]=1[CH2:28][CH2:29][C:30]([OH:32])=[O:31].CS(O)(=O)=O, predict the reaction product. The product is: [F:1][C:2]1[CH:7]=[C:6]([NH:8][CH2:9][C:10]2[CH:11]=[C:12]([C:16]3[C:17]([CH3:27])=[CH:18][C:19]([OH:23])=[CH:20][C:21]=3[CH3:22])[CH:13]=[CH:14][CH:15]=2)[CH:5]=[CH:4][C:3]=1[CH2:28][CH2:29][C:30]([OH:32])=[O:31].